Task: Predict the reaction yield, written as a fraction of the theoretical maximum amount of product (1.0 means a 100% yield; for example, 0.34 means a 34% yield).. Dataset: Reaction yield outcomes from USPTO patents with 853,638 reactions (1) The reactants are C[O:2][C:3]([C:5]1[S:9][C:8]([C:10]2[N:15]3[CH:16]=[CH:17][N:18]=[C:14]3[C:13]([NH:19][C:20]3[CH:25]=[CH:24][C:23]([N:26]4[CH2:31][CH2:30][O:29][CH2:28][CH2:27]4)=[CH:22][CH:21]=3)=[N:12][CH:11]=2)=[N:7][CH:6]=1)=O.[NH4+:32].[OH-].[NH4+].[Cl-]. The product is [N:26]1([C:23]2[CH:22]=[CH:21][C:20]([NH:19][C:13]3[C:14]4[N:15]([CH:16]=[CH:17][N:18]=4)[C:10]([C:8]4[S:9][C:5]([C:3]([NH2:32])=[O:2])=[CH:6][N:7]=4)=[CH:11][N:12]=3)=[CH:25][CH:24]=2)[CH2:31][CH2:30][O:29][CH2:28][CH2:27]1. The catalyst is CO. The yield is 0.0600. (2) The reactants are [F:1][C:2]1[C:7]([OH:8])=[CH:6][CH:5]=[C:4]([F:9])[C:3]=1[C:10]([NH2:12])=[O:11].Cl[CH2:14][C:15]1[S:16][C:17]2[CH:23]=[CH:22][CH:21]=[C:20]([CH2:24][CH3:25])[C:18]=2[N:19]=1. No catalyst specified. The product is [CH2:24]([C:20]1[C:18]2[N:19]=[C:15]([CH2:14][O:8][C:7]3[C:2]([F:1])=[C:3]([C:10]([NH2:12])=[O:11])[C:4]([F:9])=[CH:5][CH:6]=3)[S:16][C:17]=2[CH:23]=[CH:22][CH:21]=1)[CH3:25]. The yield is 0.170.